This data is from Forward reaction prediction with 1.9M reactions from USPTO patents (1976-2016). The task is: Predict the product of the given reaction. (1) Given the reactants [CH3:1][NH:2][CH2:3][C:4]1[CH:5]=[C:6]([C:22]2[CH:27]=[CH:26][CH:25]=[CH:24][CH:23]=2)[N:7]([S:9]([C:12]2[CH:21]=[CH:20][CH:19]=[CH:18][C:13]=2[C:14]([O:16][CH3:17])=[O:15])(=[O:11])=[O:10])[CH:8]=1.C(OCC)(=O)C.[ClH:34], predict the reaction product. The product is: [ClH:34].[CH3:1][NH:2][CH2:3][C:4]1[CH:5]=[C:6]([C:22]2[CH:27]=[CH:26][CH:25]=[CH:24][CH:23]=2)[N:7]([S:9]([C:12]2[CH:21]=[CH:20][CH:19]=[CH:18][C:13]=2[C:14]([O:16][CH3:17])=[O:15])(=[O:10])=[O:11])[CH:8]=1. (2) Given the reactants [C:1]([C:5]1[C:6]([OH:15])=[C:7]([C:10]([CH3:14])=[C:11]([F:13])[CH:12]=1)[CH:8]=O)([CH3:4])([CH3:3])[CH3:2].[NH2:16][C:17]1[CH:25]=[CH:24][C:23]([F:26])=[CH:22][C:18]=1[C:19]([NH2:21])=[O:20], predict the reaction product. The product is: [C:1]([C:5]1[C:6]([OH:15])=[C:7]([C:8]2[NH:21][C:19](=[O:20])[C:18]3[C:17](=[CH:25][CH:24]=[C:23]([F:26])[CH:22]=3)[N:16]=2)[C:10]([CH3:14])=[C:11]([F:13])[CH:12]=1)([CH3:4])([CH3:3])[CH3:2]. (3) Given the reactants C(N(CC)CC)C.[NH2:8][C@@H:9]1[CH2:13][CH2:12][N:11]([C:14]2[C:23]3[C:18](=[CH:19][C:20]([CH3:24])=[CH:21][CH:22]=3)[N:17]=[C:16]([C:25]3[CH:30]=[CH:29][CH:28]=[CH:27][C:26]=3[OH:31])[N:15]=2)[CH2:10]1.Cl[C:33]([O:35][CH2:36][C:37]([CH3:40])([CH3:39])[CH3:38])=[O:34].ClC([O-])=O, predict the reaction product. The product is: [OH:31][C:26]1[CH:27]=[CH:28][CH:29]=[CH:30][C:25]=1[C:16]1[N:15]=[C:14]([N:11]2[CH2:12][CH2:13][C@@H:9]([NH:8][C:33](=[O:34])[O:35][CH2:36][C:37]([CH3:40])([CH3:39])[CH3:38])[CH2:10]2)[C:23]2[C:18](=[CH:19][C:20]([CH3:24])=[CH:21][CH:22]=2)[N:17]=1. (4) Given the reactants [CH3:1][C@@:2]12[C@H:11]3[CH2:12][CH:13]=[C:14]4[C@@H:19]5[CH2:20][C:21]([CH3:25])([CH3:24])[CH2:22][CH2:23][C@:18]5([C:26]([OH:28])=[O:27])[CH2:17][CH2:16][C@@:15]4([CH3:29])[C@:10]3([CH3:30])[CH2:9][CH2:8][C@H:7]1[C:6]([CH3:32])([CH3:31])[C@@H:5]([OH:33])[CH2:4][CH2:3]2.CC(OI1(OC(C)=O)(OC(C)=O)OC(=O)C2C=CC=CC1=2)=O, predict the reaction product. The product is: [CH3:24][C:21]1([CH3:25])[CH2:22][CH2:23][C@@:18]2([C:26]([OH:28])=[O:27])[CH:19]([C:14]3[C@@:15]([CH3:29])([CH2:16][CH2:17]2)[C@@:10]2([CH3:30])[CH:11]([C@:2]4([CH3:1])[CH:7]([CH2:8][CH2:9]2)[C:6]([CH3:32])([CH3:31])[C:5](=[O:33])[CH2:4][CH2:3]4)[CH2:12][CH:13]=3)[CH2:20]1. (5) Given the reactants [F:1][C:2]1([F:25])[CH2:6][CH2:5][C@@H:4]([C@@:7]([OH:24])([C:17]2[CH:22]=[CH:21][C:20]([Br:23])=[CH:19][CH:18]=2)[C:8]([O:10][CH:11]2[CH2:16][CH2:15][NH:14][CH2:13][CH2:12]2)=[O:9])[CH2:3]1.[ClH:26].[CH:27](=[NH:31])OCC, predict the reaction product. The product is: [ClH:26].[F:25][C:2]1([F:1])[CH2:6][CH2:5][C@@H:4]([C@@:7]([OH:24])([C:17]2[CH:18]=[CH:19][C:20]([Br:23])=[CH:21][CH:22]=2)[C:8]([O:10][CH:11]2[CH2:12][CH2:13][N:14]([CH:27]=[NH:31])[CH2:15][CH2:16]2)=[O:9])[CH2:3]1. (6) The product is: [Cl:10][C:6]1[C:7]([C:8]#[N:9])=[C:2]([C:31]2[CH:32]=[N:33][C:28]([C:26]([N:25]([CH3:37])[CH3:24])=[O:27])=[CH:29][CH:30]=2)[C:3]([O:21][CH2:22][CH3:23])=[C:4]([CH:11]([NH:13][C:14](=[O:20])[O:15][C:16]([CH3:19])([CH3:18])[CH3:17])[CH3:12])[CH:5]=1. Given the reactants Br[C:2]1[C:3]([O:21][CH2:22][CH3:23])=[C:4]([CH:11]([NH:13][C:14](=[O:20])[O:15][C:16]([CH3:19])([CH3:18])[CH3:17])[CH3:12])[CH:5]=[C:6]([Cl:10])[C:7]=1[C:8]#[N:9].[CH3:24][N:25]([CH3:37])[C:26]([C:28]1[N:33]=[CH:32][C:31](B(O)O)=[CH:30][CH:29]=1)=[O:27].C(=O)([O-])[O-].[K+].[K+], predict the reaction product.